Dataset: Catalyst prediction with 721,799 reactions and 888 catalyst types from USPTO. Task: Predict which catalyst facilitates the given reaction. (1) Reactant: FC(F)(F)[C:3]([OH:5])=[O:4].[CH3:8][O:9][C:10]1[C:11]([CH2:28][NH:29][CH3:30])=[C:12]2[C:16](=[CH:17][CH:18]=1)[N:15]([S:19]([C:22]1[CH:27]=[CH:26][CH:25]=[CH:24][CH:23]=1)(=[O:21])=[O:20])[CH:14]=[CH:13]2. Product: [CH3:8][O:9][C:10]1[C:11]([CH2:28][N:29]([CH3:30])[C:3](=[O:4])[O:5][C:11]([CH3:28])([CH3:12])[CH3:10])=[C:12]2[C:16](=[CH:17][CH:18]=1)[N:15]([S:19]([C:22]1[CH:27]=[CH:26][CH:25]=[CH:24][CH:23]=1)(=[O:21])=[O:20])[CH:14]=[CH:13]2. The catalyst class is: 4. (2) Reactant: [O:1]1[C:10]2[C:5](=[N:6][CH:7]=[CH:8][CH:9]=2)[CH:4]([NH2:11])[CH2:3][CH2:2]1.[CH3:12][CH2:13][O:14]C(C)=O.[NH4+].[OH-]. Product: [O:1]1[C:10]2[C:5](=[N:6][CH:7]=[CH:8][CH:9]=2)[C@H:4]([NH:11][C:13](=[O:14])[CH3:12])[CH2:3][CH2:2]1. The catalyst class is: 61.